Dataset: Reaction yield outcomes from USPTO patents with 853,638 reactions. Task: Predict the reaction yield, written as a fraction of the theoretical maximum amount of product (1.0 means a 100% yield; for example, 0.34 means a 34% yield). (1) The reactants are [C:1]([C:4]1[S:5][CH:6]=[CH:7][CH:8]=1)(=[O:3])[CH3:2].CO[CH:11](OC)[N:12]([CH3:14])[CH3:13]. No catalyst specified. The product is [CH3:11][N:12]([CH3:14])[CH:13]=[CH:2][C:1]([C:4]1[S:5][CH:6]=[CH:7][CH:8]=1)=[O:3]. The yield is 1.00. (2) The reactants are [Br:1][CH:2]([CH2:6][CH:7]1[CH2:12][CH2:11][O:10][CH2:9][CH2:8]1)[C:3]([OH:5])=[O:4].S(Br)(Br)=O.[CH3:17][CH2:18]OC(C)=O.O. The catalyst is CCO. The product is [Br:1][CH:2]([CH2:6][CH:7]1[CH2:12][CH2:11][O:10][CH2:9][CH2:8]1)[C:3]([O:5][CH2:17][CH3:18])=[O:4]. The yield is 0.966.